From a dataset of Reaction yield outcomes from USPTO patents with 853,638 reactions. Predict the reaction yield, written as a fraction of the theoretical maximum amount of product (1.0 means a 100% yield; for example, 0.34 means a 34% yield). (1) The reactants are [CH:1]1[C:14]2[C:5](=[N:6][C:7]3[C:12]([C:13]=2[NH:15][C:16]2[CH:17]=[C:18]([CH:20]=[C:21]([CH2:23][OH:24])[CH:22]=2)[NH2:19])=[CH:11][CH:10]=[CH:9][CH:8]=3)[CH:4]=[CH:3][CH:2]=1.[CH:25](=O)[CH3:26]. The catalyst is ClCCl.N1C=CC=CC=1. The product is [CH:1]1[C:14]2[C:5](=[N:6][C:7]3[C:12]([C:13]=2[NH:15][C:16]2[CH:22]=[C:21]([CH2:23][OH:24])[CH:20]=[C:18]([N:19]=[CH:25][CH3:26])[CH:17]=2)=[CH:11][CH:10]=[CH:9][CH:8]=3)[CH:4]=[CH:3][CH:2]=1. The yield is 0.801. (2) The reactants are [NH2:1][CH2:2][C:3]1[CH:4]=[C:5]2[C:10](=[CH:11][C:12]=1[C:13]([F:16])([F:15])[F:14])[NH:9][C:8](=[O:17])[N:7]([NH:18][S:19]([CH3:22])(=[O:21])=[O:20])[C:6]2=[O:23].CO[CH:26]1[CH2:30][CH2:29][CH:28](OC)O1. The catalyst is CC(O)=O. The product is [O:17]=[C:8]1[N:7]([NH:18][S:19]([CH3:22])(=[O:20])=[O:21])[C:6](=[O:23])[C:5]2[C:10](=[CH:11][C:12]([C:13]([F:15])([F:16])[F:14])=[C:3]([CH2:2][N:1]3[CH:26]=[CH:30][CH:29]=[CH:28]3)[CH:4]=2)[NH:9]1. The yield is 0.950. (3) The reactants are [I:1][C:2]1[C:10]2[C:5](=[CH:6][CH:7]=[C:8]([C:11]([OH:13])=O)[CH:9]=2)[NH:4][N:3]=1.Cl.[Cl:15][C:16]1[CH:21]=[CH:20][CH:19]=[CH:18][C:17]=1[C@@H:22]([NH2:25])[CH2:23][CH3:24]. The product is [Cl:15][C:16]1[CH:21]=[CH:20][CH:19]=[CH:18][C:17]=1[C@@H:22]([NH:25][C:11]([C:8]1[CH:9]=[C:10]2[C:5](=[CH:6][CH:7]=1)[NH:4][N:3]=[C:2]2[I:1])=[O:13])[CH2:23][CH3:24]. No catalyst specified. The yield is 0.700. (4) The reactants are [F:1][C:2]([F:7])([F:6])[C:3]([OH:5])=[O:4].[C:8]1([C:14]2[CH:19]=[C:18]([CH:20]3[CH2:25][CH2:24][NH:23][CH2:22][CH2:21]3)[CH:17]=[CH:16][C:15]=2[NH:26][C:27]([C:29]2[NH:30][CH:31]=[C:32]([C:34]#[N:35])[N:33]=2)=[O:28])[CH2:13][CH2:12][CH2:11][CH2:10][CH:9]=1.[N:36]1[CH:41]=[CH:40][CH:39]=[CH:38][C:37]=1[CH:42]=O.CCN(CC)CC.C(O[BH-](OC(=O)C)OC(=O)C)(=O)C.[Na+]. The catalyst is ClCCCl. The product is [F:1][C:2]([F:7])([F:6])[C:3]([OH:5])=[O:4].[C:8]1([C:14]2[CH:19]=[C:18]([CH:20]3[CH2:21][CH2:22][N:23]([CH2:42][C:37]4[CH:38]=[CH:39][CH:40]=[CH:41][N:36]=4)[CH2:24][CH2:25]3)[CH:17]=[CH:16][C:15]=2[NH:26][C:27]([C:29]2[NH:30][CH:31]=[C:32]([C:34]#[N:35])[N:33]=2)=[O:28])[CH2:13][CH2:12][CH2:11][CH2:10][CH:9]=1. The yield is 0.780. (5) The reactants are [CH2:1]([O:3][C:4]1[N:8]([CH2:9][C:10]2[CH:15]=[CH:14][C:13]([C:16]3[CH:21]=[CH:20][CH:19]=[CH:18][C:17]=3[C:22]3[NH:26][C:25](=[O:27])[O:24][N:23]=3)=[CH:12][CH:11]=2)[C:7]2[C:28]([C:32]([O-:34])=[O:33])=[CH:29][CH:30]=[CH:31][C:6]=2[N:5]=1)[CH3:2].[Na+].[Na+].[CH2:1]([O:3][C:4]1[N:8]([CH2:9][C:10]2[CH:11]=[CH:12][C:13]([C:16]3[CH:21]=[CH:20][CH:19]=[CH:18][C:17]=3[C:22]3[NH:26][C:25](=[O:27])[O:24][N:23]=3)=[CH:14][CH:15]=2)[C:7]2[C:28]([C:32]([O-:34])=[O:33])=[CH:29][CH:30]=[CH:31][C:6]=2[N:5]=1)[CH3:2].Cl[CH2:72][C:73]1[O:74][C:75](=[O:79])[O:76][C:77]=1[CH3:78]. The catalyst is CN(C=O)C. The product is [CH2:1]([O:3][C:4]1[N:8]([CH2:9][C:10]2[CH:11]=[CH:12][C:13]([C:16]3[CH:21]=[CH:20][CH:19]=[CH:18][C:17]=3[C:22]3[NH:26][C:25](=[O:27])[O:24][N:23]=3)=[CH:14][CH:15]=2)[C:7]2[C:28]([C:32]([O:34][CH2:72][C:73]3[O:74][C:75](=[O:79])[O:76][C:77]=3[CH3:78])=[O:33])=[CH:29][CH:30]=[CH:31][C:6]=2[N:5]=1)[CH3:2]. The yield is 0.140. (6) The reactants are [Cl:1][C:2]1[CH:3]=[C:4]([CH:13]=[CH:14][CH:15]=1)[CH2:5][C:6]1[CH:10]=[CH:9][S:8][C:7]=1[C:11]#[N:12].[Li]CCCC.CCCCCC.CN([CH:30]=[O:31])C. The catalyst is C1COCC1. The product is [Cl:1][C:2]1[CH:3]=[C:4]([CH:13]=[CH:14][CH:15]=1)[CH2:5][C:6]1[CH:10]=[C:9]([CH:30]=[O:31])[S:8][C:7]=1[C:11]#[N:12]. The yield is 0.500. (7) The reactants are [NH2:1][C:2]1[CH:3]=[C:4]([CH:21]=[CH:22][C:23]=1[CH3:24])[O:5][C:6]1[CH:7]=[CH:8][C:9]2[N:10]([CH:12]=[C:13]([NH:15][C:16]([CH:18]3[CH2:20][CH2:19]3)=[O:17])[N:14]=2)[N:11]=1.[CH3:25][C:26]1[CH:31]=[CH:30][N:29]=[C:28]([C:32](O)=[O:33])[CH:27]=1.Cl.CN(C)CCCN=C=NCC.ON1C2C=CC=CC=2N=N1.C(N(CC)CC)C. The catalyst is CN(C)C=O. The product is [CH:18]1([C:16]([NH:15][C:13]2[N:14]=[C:9]3[CH:8]=[CH:7][C:6]([O:5][C:4]4[CH:21]=[CH:22][C:23]([CH3:24])=[C:2]([NH:1][C:32]([C:28]5[CH:27]=[C:26]([CH3:25])[CH:31]=[CH:30][N:29]=5)=[O:33])[CH:3]=4)=[N:11][N:10]3[CH:12]=2)=[O:17])[CH2:20][CH2:19]1. The yield is 0.240.